This data is from Reaction yield outcomes from USPTO patents with 853,638 reactions. The task is: Predict the reaction yield, written as a fraction of the theoretical maximum amount of product (1.0 means a 100% yield; for example, 0.34 means a 34% yield). The reactants are CO[C:3]([C@@H:5]1[CH2:12][CH2:11][CH2:10][CH2:9][CH2:8][CH2:7][C@@H:6]1[NH:13][CH2:14][CH2:15][C:16]([CH3:19])([CH3:18])[CH3:17])=[O:4].[CH3:20][S:21]([NH:24][C:25]1[CH:40]=[CH:39][C:28]2[NH:29][C:30]([CH2:35][C:36](O)=[O:37])=[N:31][S:32](=[O:34])(=[O:33])[C:27]=2[CH:26]=1)(=[O:23])=[O:22].CN1CCOCC1.Cl.CN(C)CCCN=C=NCC.C(N(CC)CC)C. The catalyst is CN(C)C=O.C(OCC)(=O)C. The product is [CH3:19][C:16]([CH3:17])([CH3:18])[CH2:15][CH2:14][N:13]1[C:36](=[O:37])[C:35]([C:30]2[NH:29][C:28]3[CH:39]=[CH:40][C:25]([NH:24][S:21]([CH3:20])(=[O:23])=[O:22])=[CH:26][C:27]=3[S:32](=[O:34])(=[O:33])[N:31]=2)=[C:3]([OH:4])[CH:5]2[CH2:12][CH2:11][CH2:10][CH2:9][CH2:8][CH2:7][CH:6]12. The yield is 0.480.